From a dataset of NCI-60 drug combinations with 297,098 pairs across 59 cell lines. Regression. Given two drug SMILES strings and cell line genomic features, predict the synergy score measuring deviation from expected non-interaction effect. (1) Drug 1: CC12CCC3C(C1CCC2NC(=O)OCC(F)(F)F)CCC4C3(C=CC(=O)N4C)C. Drug 2: CCC1(C2=C(COC1=O)C(=O)N3CC4=CC5=C(C=CC(=C5CN(C)C)O)N=C4C3=C2)O. Cell line: T-47D. Synergy scores: CSS=47.6, Synergy_ZIP=9.48, Synergy_Bliss=9.97, Synergy_Loewe=1.22, Synergy_HSA=11.7. (2) Drug 1: CC1=C(C=C(C=C1)NC2=NC=CC(=N2)N(C)C3=CC4=NN(C(=C4C=C3)C)C)S(=O)(=O)N.Cl. Cell line: SNB-19. Synergy scores: CSS=-2.66, Synergy_ZIP=1.12, Synergy_Bliss=0.928, Synergy_Loewe=0.217, Synergy_HSA=-0.559. Drug 2: C1CNP(=O)(OC1)N(CCCl)CCCl. (3) Drug 1: C1=NC2=C(N=C(N=C2N1C3C(C(C(O3)CO)O)O)F)N. Drug 2: CN1C2=C(C=C(C=C2)N(CCCl)CCCl)N=C1CCCC(=O)O.Cl. Cell line: SK-MEL-2. Synergy scores: CSS=14.5, Synergy_ZIP=-0.482, Synergy_Bliss=5.54, Synergy_Loewe=-1.52, Synergy_HSA=-0.677. (4) Drug 1: C1=CC=C(C=C1)NC(=O)CCCCCCC(=O)NO. Drug 2: C1CCC(C(C1)N)N.C(=O)(C(=O)[O-])[O-].[Pt+4]. Cell line: ACHN. Synergy scores: CSS=27.6, Synergy_ZIP=-9.34, Synergy_Bliss=-1.83, Synergy_Loewe=-6.82, Synergy_HSA=-3.85. (5) Drug 1: CC1=C2C(C(=O)C3(C(CC4C(C3C(C(C2(C)C)(CC1OC(=O)C(C(C5=CC=CC=C5)NC(=O)OC(C)(C)C)O)O)OC(=O)C6=CC=CC=C6)(CO4)OC(=O)C)OC)C)OC. Drug 2: CC1C(C(CC(O1)OC2CC(CC3=C2C(=C4C(=C3O)C(=O)C5=C(C4=O)C(=CC=C5)OC)O)(C(=O)C)O)N)O.Cl. Cell line: SK-MEL-5. Synergy scores: CSS=27.8, Synergy_ZIP=-0.476, Synergy_Bliss=-2.53, Synergy_Loewe=-9.84, Synergy_HSA=-1.24.